Dataset: Full USPTO retrosynthesis dataset with 1.9M reactions from patents (1976-2016). Task: Predict the reactants needed to synthesize the given product. (1) The reactants are: Cl.[N:2]1[CH:7]=[CH:6][CH:5]=[C:4]([CH2:8][NH:9][C:10](=[O:16])[O:11][C:12]([CH3:15])([CH3:14])[CH3:13])[CH:3]=1. Given the product [NH:2]1[CH2:7][CH2:6][CH2:5][CH:4]([CH2:8][NH:9][C:10](=[O:16])[O:11][C:12]([CH3:14])([CH3:13])[CH3:15])[CH2:3]1, predict the reactants needed to synthesize it. (2) Given the product [CH2:23]([O:13][C:12]([NH:1][C@@H:2]([C:6]1[CH:11]=[CH:10][CH:9]=[CH:8][CH:7]=1)[C:3]([OH:5])=[O:4])=[O:15])[C:24]1[CH:26]=[CH:7][CH:6]=[CH:2][CH:3]=1, predict the reactants needed to synthesize it. The reactants are: [NH2:1][C@@H:2]([C:6]1[CH:11]=[CH:10][CH:9]=[CH:8][CH:7]=1)[C:3]([OH:5])=[O:4].[C:12](=[O:15])([O-])[O-:13].[Na+].[Na+].C(=O)(O)[O-].[Na+].[CH3:23][C:24]([CH3:26])=O. (3) Given the product [CH3:32][NH:34][C:14]([C:4]1[C:3]([C:17]2[CH:22]=[CH:21][CH:20]=[CH:19][CH:18]=2)=[CH:2][N:7]=[N:6][C:5]=1[C:8]1[CH:13]=[CH:12][CH:11]=[CH:10][CH:9]=1)=[O:16], predict the reactants needed to synthesize it. The reactants are: C[C:2]1[N:7]=[N:6][C:5]([C:8]2[CH:13]=[CH:12][CH:11]=[CH:10][CH:9]=2)=[C:4]([C:14]([OH:16])=O)[C:3]=1[C:17]1[CH:22]=[CH:21][CH:20]=[CH:19][CH:18]=1.C(Cl)(=O)C(Cl)=O.C[ClH]N.[CH2:32]([N:34](CC)CC)C. (4) The reactants are: [C:1]1([SH:7])[CH:6]=[CH:5][CH:4]=[CH:3][CH:2]=1.I[C:9]1[CH:10]=[C:11]([N+:15]([O-:17])=[O:16])[CH:12]=[CH:13][CH:14]=1.C([O-])([O-])=O.[K+].[K+]. Given the product [C:1]1([S:7][C:9]2[CH:14]=[CH:13][CH:12]=[C:11]([N+:15]([O-:17])=[O:16])[CH:10]=2)[CH:6]=[CH:5][CH:4]=[CH:3][CH:2]=1, predict the reactants needed to synthesize it. (5) The reactants are: Br[C:2]1[CH:11]=[C:10]2[C:5]([CH:6]=[CH:7][N:8]=[CH:9]2)=[CH:4][C:3]=1[O:12][CH3:13].[B:14]1(B2OC(C)(C)C(C)(C)O2)[O:18]C(C)(C)C(C)(C)[O:15]1.C([O-])(=O)C.[K+].C(Cl)Cl. Given the product [CH3:13][O:12][C:3]1[CH:4]=[C:5]2[C:10](=[CH:11][C:2]=1[B:14]([OH:18])[OH:15])[CH:9]=[N:8][CH:7]=[CH:6]2, predict the reactants needed to synthesize it. (6) Given the product [Cl:1][C:2]1[CH:3]=[CH:4][C:5]([C:8]2[N:9]=[C:10]([C:29]([O:31][CH2:32][CH3:33])=[O:30])[N:11]([CH2:21][CH3:22])[C:12]=2[C:13]2[CH:18]=[CH:17][C:16]([Cl:19])=[CH:15][C:14]=2[Cl:20])=[CH:6][CH:7]=1, predict the reactants needed to synthesize it. The reactants are: [Cl:1][C:2]1[CH:7]=[CH:6][C:5]([C:8]2[N:9]=[CH:10][N:11]([CH2:21][CH3:22])[C:12]=2[C:13]2[CH:18]=[CH:17][C:16]([Cl:19])=[CH:15][C:14]=2[Cl:20])=[CH:4][CH:3]=1.C([Li])CCC.Cl[C:29]([O:31][CH2:32][CH3:33])=[O:30]. (7) The reactants are: ClC(Cl)(O[C:5](=[O:11])OC(Cl)(Cl)Cl)Cl.[NH2:13][C:14]1[CH:23]=[CH:22][C:21]([C:24]([C:26]2[N:34]3[C:29]([CH:30]=[CH:31][CH:32]=[CH:33]3)=[C:28]([O:35][CH2:36][CH2:37][O:38][CH3:39])[C:27]=2[CH3:40])=[O:25])=[CH:20][C:15]=1[C:16]([O:18][CH3:19])=[O:17].C(N(CC)CC)C.[CH2:48]([NH2:51])[CH2:49][CH3:50]. Given the product [CH3:39][O:38][CH2:37][CH2:36][O:35][C:28]1[C:27]([CH3:40])=[C:26]([C:24]([C:21]2[CH:22]=[CH:23][C:14]([NH:13][C:5](=[O:11])[NH:51][CH2:48][CH2:49][CH3:50])=[C:15]([CH:20]=2)[C:16]([O:18][CH3:19])=[O:17])=[O:25])[N:34]2[C:29]=1[CH:30]=[CH:31][CH:32]=[CH:33]2, predict the reactants needed to synthesize it. (8) Given the product [I:4][C:5]1[C:13]2[C:12](=[O:14])[N:11]([CH3:15])[CH:10]=[N:9][C:8]=2[NH:7][CH:6]=1, predict the reactants needed to synthesize it. The reactants are: Cl.CO.[I:4][C:5]1[C:13]2[C:12](=[O:14])[N:11]([CH3:15])[CH:10]=[N:9][C:8]=2[N:7](C(OC(C)(C)C)=O)[CH:6]=1.C(=O)(O)[O-].[Na+]. (9) Given the product [CH3:1][C@@H:2]1[CH2:3][N:4]([C:9]2[CH:10]=[CH:11][C:12]([O:15][CH2:16][CH2:17][CH2:18][N:19]3[CH2:24][CH2:23][CH2:22][CH2:21][CH2:20]3)=[CH:13][CH:14]=2)[CH2:5][C@H:6]([CH3:8])[N:7]1[C:38]([C:37]1[CH:41]=[CH:42][C:34]([C:32]#[N:33])=[CH:35][CH:36]=1)=[O:39], predict the reactants needed to synthesize it. The reactants are: [CH3:1][C@H:2]1[NH:7][C@@H:6]([CH3:8])[CH2:5][N:4]([C:9]2[CH:14]=[CH:13][C:12]([O:15][CH2:16][CH2:17][CH2:18][N:19]3[CH2:24][CH2:23][CH2:22][CH2:21][CH2:20]3)=[CH:11][CH:10]=2)[CH2:3]1.C(N(CC)CC)C.[C:32]([C:34]1[CH:42]=[CH:41][C:37]([C:38](Cl)=[O:39])=[CH:36][CH:35]=1)#[N:33].CO.